Task: Predict the reactants needed to synthesize the given product.. Dataset: Full USPTO retrosynthesis dataset with 1.9M reactions from patents (1976-2016) (1) The reactants are: [Br:1][C:2]1[CH:27]=[CH:26][C:5]2=[C:6]3[N:17]=[C:16]([C:18]4[C:23]([F:24])=[CH:22][CH:21]=[CH:20][C:19]=4[Cl:25])[NH:15][C:7]3=[C:8]3[C:13]([C:12](=[O:14])[NH:11][CH:10]=[CH:9]3)=[C:4]2[CH:3]=1.CC(C)([O-])C.[K+].[CH3:34][Si:35]([CH2:38][CH2:39][O:40][CH2:41]Cl)([CH3:37])[CH3:36].C1[CH2:47][O:46][CH2:45][CH2:44]1. Given the product [Br:1][C:2]1[CH:27]=[CH:26][C:5]2=[C:6]3[N:17]=[C:16]([C:18]4[C:23]([F:24])=[CH:22][CH:21]=[CH:20][C:19]=4[Cl:25])[N:15]([CH2:47][O:46][CH2:45][CH2:44][Si:35]([CH3:37])([CH3:36])[CH3:34])[C:7]3=[C:8]3[C:13]([C:12](=[O:14])[N:11]([CH2:41][O:40][CH2:39][CH2:38][Si:35]([CH3:37])([CH3:36])[CH3:34])[CH:10]=[CH:9]3)=[C:4]2[CH:3]=1, predict the reactants needed to synthesize it. (2) Given the product [F:1][C:2]1[C:7]([F:8])=[CH:6][CH:5]=[CH:4][C:3]=1[C@H:9]1[CH2:15][N:14]([CH2:16][C:17]([F:20])([F:19])[F:18])[C:13](=[N:42][CH3:41])[C@H:12]([NH:22][C:23]([N:25]2[CH2:30][CH2:29][CH:28]([N:31]3[C:39]4[C:34](=[N:35][CH:36]=[CH:37][CH:38]=4)[NH:33][C:32]3=[O:40])[CH2:27][CH2:26]2)=[O:24])[CH2:11][CH2:10]1, predict the reactants needed to synthesize it. The reactants are: [F:1][C:2]1[C:7]([F:8])=[CH:6][CH:5]=[CH:4][C:3]=1[C@H:9]1[CH2:15][N:14]([CH2:16][C:17]([F:20])([F:19])[F:18])[C:13](=S)[C@H:12]([NH:22][C:23]([N:25]2[CH2:30][CH2:29][CH:28]([N:31]3[C:39]4[C:34](=[N:35][CH:36]=[CH:37][CH:38]=4)[NH:33][C:32]3=[O:40])[CH2:27][CH2:26]2)=[O:24])[CH2:11][CH2:10]1.[CH3:41][NH2:42].